Predict the reaction yield, written as a fraction of the theoretical maximum amount of product (1.0 means a 100% yield; for example, 0.34 means a 34% yield). From a dataset of Reaction yield outcomes from USPTO patents with 853,638 reactions. The reactants are Br[C:2]1[CH:7]=[CH:6][C:5]([CH3:8])=[CH:4][C:3]=1[F:9].[Li]CCCC.[CH3:15][CH2:16][C:17](=[O:20])[CH2:18][CH3:19]. The catalyst is CCOCC. The product is [F:9][C:3]1[CH:4]=[C:5]([CH3:8])[CH:6]=[CH:7][C:2]=1[C:17]([OH:20])([CH2:18][CH3:19])[CH2:16][CH3:15]. The yield is 0.770.